This data is from Full USPTO retrosynthesis dataset with 1.9M reactions from patents (1976-2016). The task is: Predict the reactants needed to synthesize the given product. (1) Given the product [Cl:1][C:36]1[NH:35][C:34]([C:43]2[S:44][CH:45]=[CH:46][N:47]=2)=[N:33][C:32]2([C:31]3[C:26](=[CH:27][C:28]([F:48])=[CH:29][CH:30]=3)[CH:25]([F:49])[C:24]2([F:50])[F:23])[C:37]=1[C:38]([O:40][CH3:41])=[O:39], predict the reactants needed to synthesize it. The reactants are: [ClH:1].S1C=CN=C1C(N)=N.C(=O)(O)[O-].[Na+].S1C=CN=C1C(N)=N.[F:23][C:24]1([F:50])[C:32]2([CH:37]([C:38]([O:40][CH3:41])=[O:39])[C:36](=O)[NH:35][C:34]([C:43]3[S:44][CH:45]=[CH:46][N:47]=3)=[N:33]2)[C:31]2[C:26](=[CH:27][C:28]([F:48])=[CH:29][CH:30]=2)[CH:25]1[F:49]. (2) Given the product [F:45][C:42]1[CH:43]=[CH:44][C:39]([N:36]2[CH2:37][CH2:38][N:33]3[N:32]=[C:31]([CH2:30][O:29][C:28]4[CH:48]=[CH:49][C:25]([OH:24])=[CH:26][CH:27]=4)[CH:47]=[C:34]3[C:35]2=[O:46])=[N:40][CH:41]=1, predict the reactants needed to synthesize it. The reactants are: CCCC[N+](CCCC)(CCCC)CCCC.[F-].C([Si](C)(C)[O:24][C:25]1[CH:49]=[CH:48][C:28]([O:29][CH2:30][C:31]2[CH:47]=[C:34]3[C:35](=[O:46])[N:36]([C:39]4[CH:44]=[CH:43][C:42]([F:45])=[CH:41][N:40]=4)[CH2:37][CH2:38][N:33]3[N:32]=2)=[CH:27][CH:26]=1)(C)(C)C.O. (3) Given the product [CH3:13][C:12]1[N:1]=[C:2]([CH2:3][C:4]([O:6][CH2:7][CH3:8])=[O:5])[S:9][CH:11]=1, predict the reactants needed to synthesize it. The reactants are: [NH2:1][C:2](=[S:9])[CH2:3][C:4]([O:6][CH2:7][CH3:8])=[O:5].Cl[CH2:11][C:12](=O)[CH3:13]. (4) Given the product [NH2:15][C:10]1[N:11]=[C:12]([CH3:14])[N:13]=[C:8]([C:7]2[C:2]([NH:50][C:48]3[CH:47]=[CH:46][C:45]4[S:41][CH:42]=[N:43][C:44]=4[CH:49]=3)=[N:3][CH:4]=[C:5]([CH2:34][N:35]3[CH2:40][CH2:39][O:38][CH2:37][CH2:36]3)[CH:6]=2)[N:9]=1, predict the reactants needed to synthesize it. The reactants are: F[C:2]1[C:7]([C:8]2[N:13]=[C:12]([CH3:14])[N:11]=[C:10]([N:15](CC3C=CC(OC)=CC=3)CC3C=CC(OC)=CC=3)[N:9]=2)=[CH:6][C:5]([CH2:34][N:35]2[CH2:40][CH2:39][O:38][CH2:37][CH2:36]2)=[CH:4][N:3]=1.[S:41]1[C:45]2[CH:46]=[CH:47][C:48]([NH2:50])=[CH:49][C:44]=2[N:43]=[CH:42]1.C[Si]([N-][Si](C)(C)C)(C)C.[Li+].FC(F)(F)C(O)=O.FC(F)(F)S(O)(=O)=O.C(=O)([O-])[O-].[Na+].[Na+]. (5) The reactants are: [CH2:1]([N:3]1[C:12]2[C:7](=[CH:8][CH:9]=[C:10]([C:13]3[CH:14]=[N:15][C:16]([NH:28][C:29](=[O:33])[NH:30][CH2:31][CH3:32])=[CH:17][C:18]=3[C:19]3[S:20][CH:21]=[C:22]([C:24]([F:27])([F:26])[F:25])[N:23]=3)[CH:11]=2)[C:6](=[O:34])[C:5]([C:35](O)=[O:36])=[CH:4]1)[CH3:2].C(N(CC)CC)C.CN(C(ON1N=NC2C=CC=NC1=2)=[N+](C)C)C.F[P-](F)(F)(F)(F)F.[P:69]([OH:77])([OH:76])([O:71][CH2:72][CH2:73][CH2:74][NH2:75])=[O:70]. Given the product [P:69]([OH:77])([OH:76])([O:71][CH2:72][CH2:73][CH2:74][NH:75][C:35]([C:5]1[C:6](=[O:34])[C:7]2[C:12](=[CH:11][C:10]([C:13]3[CH:14]=[N:15][C:16]([NH:28][C:29](=[O:33])[NH:30][CH2:31][CH3:32])=[CH:17][C:18]=3[C:19]3[S:20][CH:21]=[C:22]([C:24]([F:25])([F:26])[F:27])[N:23]=3)=[CH:9][CH:8]=2)[N:3]([CH2:1][CH3:2])[CH:4]=1)=[O:36])=[O:70], predict the reactants needed to synthesize it. (6) Given the product [OH:12][C:4]1[CH:3]=[C:2]([NH:1][S:24]([C:17]2[C:18]3[C:23](=[CH:22][CH:21]=[CH:20][CH:19]=3)[C:14]([CH3:13])=[CH:15][CH:16]=2)(=[O:26])=[O:25])[CH:11]=[CH:10][C:5]=1[C:6]([O:8][CH3:9])=[O:7], predict the reactants needed to synthesize it. The reactants are: [NH2:1][C:2]1[CH:3]=[C:4]([OH:12])[C:5](=[CH:10][CH:11]=1)[C:6]([O:8][CH3:9])=[O:7].[CH3:13][C:14]1[C:23]2[C:18](=[CH:19][CH:20]=[CH:21][CH:22]=2)[C:17]([S:24](Cl)(=[O:26])=[O:25])=[CH:16][CH:15]=1.